Task: Regression. Given two drug SMILES strings and cell line genomic features, predict the synergy score measuring deviation from expected non-interaction effect.. Dataset: NCI-60 drug combinations with 297,098 pairs across 59 cell lines (1) Drug 1: CC1=C(C(=O)C2=C(C1=O)N3CC4C(C3(C2COC(=O)N)OC)N4)N. Drug 2: C1CNP(=O)(OC1)N(CCCl)CCCl. Cell line: CAKI-1. Synergy scores: CSS=25.0, Synergy_ZIP=-8.85, Synergy_Bliss=0.460, Synergy_Loewe=-35.4, Synergy_HSA=-0.619. (2) Drug 1: CCC1=C2CN3C(=CC4=C(C3=O)COC(=O)C4(CC)O)C2=NC5=C1C=C(C=C5)O. Drug 2: CNC(=O)C1=NC=CC(=C1)OC2=CC=C(C=C2)NC(=O)NC3=CC(=C(C=C3)Cl)C(F)(F)F. Cell line: IGROV1. Synergy scores: CSS=9.25, Synergy_ZIP=-3.92, Synergy_Bliss=-3.89, Synergy_Loewe=-51.4, Synergy_HSA=-3.77. (3) Drug 1: C1=NC2=C(N1)C(=S)N=C(N2)N. Drug 2: CC1=C2C(C(=O)C3(C(CC4C(C3C(C(C2(C)C)(CC1OC(=O)C(C(C5=CC=CC=C5)NC(=O)C6=CC=CC=C6)O)O)OC(=O)C7=CC=CC=C7)(CO4)OC(=O)C)O)C)OC(=O)C. Cell line: M14. Synergy scores: CSS=52.9, Synergy_ZIP=-14.0, Synergy_Bliss=-4.31, Synergy_Loewe=-2.92, Synergy_HSA=-1.97. (4) Drug 2: C1CN(CCN1C(=O)CCBr)C(=O)CCBr. Cell line: MDA-MB-435. Drug 1: CC12CCC(CC1=CCC3C2CCC4(C3CC=C4C5=CN=CC=C5)C)O. Synergy scores: CSS=0.191, Synergy_ZIP=1.50, Synergy_Bliss=-1.37, Synergy_Loewe=-11.4, Synergy_HSA=-7.45. (5) Drug 1: C1CCN(CC1)CCOC2=CC=C(C=C2)C(=O)C3=C(SC4=C3C=CC(=C4)O)C5=CC=C(C=C5)O. Drug 2: C1CN(CCN1C(=O)CCBr)C(=O)CCBr. Cell line: NCI-H226. Synergy scores: CSS=12.7, Synergy_ZIP=-2.50, Synergy_Bliss=0.494, Synergy_Loewe=-2.36, Synergy_HSA=-2.19. (6) Drug 1: CC(C1=C(C=CC(=C1Cl)F)Cl)OC2=C(N=CC(=C2)C3=CN(N=C3)C4CCNCC4)N. Drug 2: CC1=CC2C(CCC3(C2CCC3(C(=O)C)OC(=O)C)C)C4(C1=CC(=O)CC4)C. Cell line: SNB-19. Synergy scores: CSS=2.81, Synergy_ZIP=2.55, Synergy_Bliss=3.97, Synergy_Loewe=-8.11, Synergy_HSA=-4.05. (7) Drug 1: CS(=O)(=O)C1=CC(=C(C=C1)C(=O)NC2=CC(=C(C=C2)Cl)C3=CC=CC=N3)Cl. Drug 2: CC12CCC3C(C1CCC2OP(=O)(O)O)CCC4=C3C=CC(=C4)OC(=O)N(CCCl)CCCl.[Na+]. Synergy scores: CSS=4.57, Synergy_ZIP=-1.44, Synergy_Bliss=-4.27, Synergy_Loewe=-9.63, Synergy_HSA=-7.43. Cell line: HT29. (8) Drug 1: CN(C)N=NC1=C(NC=N1)C(=O)N. Drug 2: CCCS(=O)(=O)NC1=C(C(=C(C=C1)F)C(=O)C2=CNC3=C2C=C(C=N3)C4=CC=C(C=C4)Cl)F. Cell line: SNB-75. Synergy scores: CSS=0.0205, Synergy_ZIP=1.42, Synergy_Bliss=1.92, Synergy_Loewe=-0.239, Synergy_HSA=-0.139. (9) Drug 1: CC(C)(C#N)C1=CC=C(C=C1)N2C3=C4C=C(C=CC4=NC=C3N(C2=O)C)C5=CC6=CC=CC=C6N=C5. Drug 2: C1CCC(C(C1)[NH-])[NH-].C(=O)(C(=O)[O-])[O-].[Pt+4]. Cell line: T-47D. Synergy scores: CSS=62.1, Synergy_ZIP=13.7, Synergy_Bliss=14.2, Synergy_Loewe=13.3, Synergy_HSA=17.2.